From a dataset of Experimentally validated miRNA-target interactions with 360,000+ pairs, plus equal number of negative samples. Binary Classification. Given a miRNA mature sequence and a target amino acid sequence, predict their likelihood of interaction. (1) The miRNA is rno-miR-221-5p with sequence ACCUGGCAUACAAUGUAGAUUUC. The protein sequence of the target gene is MIKTQESLTLEDVAVEFSWEEWQLLDTAQKNLYRDVMVENYNHLVSLGYQTSKPDVLSKLAHGQEPWTTDAKIQNKNCPGIGKVDSHLQEHSPNQRLLKSVQQCNGQNTLRNIVHLSKTHFPIVQNHDTFDLYRKNLKSSLSLINQKRRHGINNPVEFIGGEKTLLHGKHERTHTKTRFSENAKCIHTKFQVFKHQRTQKIEKPHACIECEQTFLRKSQLIYHENICIQENPGSGQCEKLSRSVLFTKHLKTNTTDKICIPNEYRKGSTVKSSLITHQQTHTEEKSYMCSECGKGFTMKR.... Result: 0 (no interaction). (2) The miRNA is hsa-miR-4421 with sequence ACCUGUCUGUGGAAAGGAGCUA. The protein sequence of the target gene is MDIIKGNLDGISKPASNSRIRPGSRSSNASLEVLSTEPGSFKVDTASNLNSGKEDHSESSNTENRRTSNDDKQESCSEKIKLAEEGSDEDLDLVQHQIISECSDEPKLKELDSQLQDAIQKMKKLDKILAKKQRREKEIKKQGLEMRIKLWEEIKSAKYSEAWQSKEEMENTKKFLSLTAVSEETVGPSHEEEDTFSSVFHTQIPPEEYEMQMQKLNKDFTCDVERNESLIKSGKKPFSNTEKIELRGKHNQDFIKRNIELAKESRNPVVMVDREKKRLVELLKDLDEKDSGLSSSEGDQ.... Result: 0 (no interaction). (3) The protein sequence of the target gene is MAASADLSKSSPTPNGIPSSDPASDAMDPFHACSILKQLKTMYDEGQLTDIVVEVDHGKTFSCHRNVLAAISPYFRSMFTSGLTESTQKEVRIVGVEAESMDLVLNYAYTSRVILTEANVQALFTAASIFQIPSIQDQCAKYMISHLDPQNSIGVFIFADHYGHQELGDRSKEYIRKKFLCVTKEQEFLQLTKDQLISILDSDDLNVDREEHVYESIIRWFEHEQNEREVHLPEIFAKCIRFPLMEDTFIEKIPPQFAQAIAKSCVEKGPSNTNGCTQRLGMTASEMIICFDAAHKHSGK.... Result: 1 (interaction). The miRNA is hsa-miR-8062 with sequence CAGUGAUUUGAGGAUUAUUGC. (4) The miRNA is mmu-miR-6901-3p with sequence GACCUUCUGUGUUCUUGCAG. The protein sequence of the target gene is MTSEHTMLTGVTDGFFCCLLGTPPNAVRPLESVESSDGYTFVEVKPGRVLRVKHAGPAPIPTPPPPPPEDDPGVKTGLVRCQRRITVYRNGRLVVENLGRAPRADLQGRSGSGDPPAALEVELAEPAGGDTRANPGSGRRRRPRRPKRTIHIDCEQRITSCKGAQADVVLFFIHGVGGSLAIWKEQLDFFVRLGYEVVAPDLAGHGASSAPQVAAAYTFYALAEDMRAIFTRYAKKRNVLIGHSYGVSFCTFLAHEYPDLVHKVIMINGGGPTALEPSLCSIFNMPTCVLHCLSPCLAWS.... Result: 0 (no interaction). (5) The miRNA is hsa-let-7b-5p with sequence UGAGGUAGUAGGUUGUGUGGUU. The protein sequence of the target gene is MARAPLGVLLLLGLLGRGVGKNEELRLYHHLFNNYDPGSRPVREPEDTVTISLKVTLTNLISLNEKEETLTTSVWIGIDWQDYRLNYSKDDFGGIETLRVPSELVWLPEIVLENNIDGQFGVAYDANVLVYEGGSVTWLPPAIYRSVCAVEVTYFPFDWQNCSLIFRSQTYNAEEVEFTFAVDNDGKTINKIDIDTEAYTENGEWAIDFCPGVIRRHHGGATDGPGETDVIYSLIIRRKPLFYVINIIVPCVLISGLVLLAYFLPAQAGGQKCTVSINVLLAQTVFLFLIAQKIPETSLS.... Result: 0 (no interaction). (6) The miRNA is hsa-miR-371a-5p with sequence ACUCAAACUGUGGGGGCACU. The protein sequence of the target gene is MAAPPQLRALLVVVNALLRKRRYHAALAVLKGFRNGAVYGAKIRAPHALVMTFLFRNGSLQEKLWAILQATYIHSWNLARFVFTYKGLRALQSYIQGKTYPAHAFLAAFLGGILVFGENNNINSQINMYLLSRVLFALSRLAVEKGYIPEPRWDPFPLLTAVVWGLVLWLFEYHRSTLQPSLQSSMTYLYEDSNVWHDISDFLVYNKSRPSN. Result: 1 (interaction). (7) The miRNA is hsa-miR-7160-3p with sequence CAGGGCCCUGGCUUUAGCAGA. The protein sequence of the target gene is MIMFLPVGRMSLGILILFLTGGNLVSASEERQEPMHAVSVLSPEKSTDLSLPTRKRQLLDATETGRRWLLRRRRSILFPNGVKICSSETVAEAVANHVKYFKARVCQEAIWEAFRTFWDRLPGRDEYRHWMNLCEDGVTSVFEMGAHFSQSVEHRNLIMKKLAYTREAESSSCKDQSCGPELSFPVPIGETSTLTGAVSSASYPGLASESSAASPQESISNEIENVTEEPTQPAAEQIAEFSIQLLGKRYSEELRDPSSALYRLLVEEFISEVEKAFTGLPGYKGIRVLEFRAPEENDSG.... Result: 0 (no interaction). (8) Result: 0 (no interaction). The protein sequence of the target gene is MQTPRPAMRMEAGEAAPPAGAGGRAAGGWGKWVRLNVGGTVFLTTRQTLCREQKSFLSRLCQGEELQSDRDETGAYLIDRDPTYFGPILNFLRHGKLVLDKDMAEEGVLEEAEFYNIGPLIRIIKDRMEEKDYTVTQVPPKHVYRVLQCQEEELTQMVSTMSDGWRFEQLVNIGSSYNYGSEDQAEFLCVVSKELHSTPNGLSSESSRKTKSTEEQLEEQQQQEEEVEEVEVEQVQVEADAQEKAQSSQDPANLFSLPPLPPPPLPAGGSRPHPLRPEAELAVRASPRPLARPQSCHPCC.... The miRNA is mmu-miR-19b-3p with sequence UGUGCAAAUCCAUGCAAAACUGA. (9) The miRNA is hsa-miR-208b-5p with sequence AAGCUUUUUGCUCGAAUUAUGU. The protein sequence of the target gene is MVKMTRSKTFQAYLPSCHRTYSCIHCRAHLANHDELISKSFQGSQGRAYLFNSVVNVGCGPAEERVLLTGLHAVADIYCENCKTTLGWKYEHAFESSQKYKEGKYIIELAHMIKDNGWD. Result: 0 (no interaction). (10) The miRNA is hsa-miR-3677-5p with sequence CAGUGGCCAGAGCCCUGCAGUG. The protein sequence of the target gene is MKNQLRGPPARAHMSTSGAAAAGGTRAGSEPGAGSGSGAGTGAGAATGAGAMPCKSAEWLQEELEARGGASLLLLDCRPHELFESSHIETAINLAIPGLMLRRLRKGNLPIRSIIPNHADKERFATRCKAATVLLYDEATAEWQPEPGAPASVLGLLLQKLRDDGCQAYYLQGGFNKFQTEYSEHCETNVDSSSSPSSSPPTSVLGLGGLRISSDCSDGESDRELPSSATESDGSPVPSSQPAFPVQILPYLYLGCAKDSTNLDVLGKYGIKYILNVTPNLPNAFEHGGEFTYKQIPISD.... Result: 1 (interaction).